From a dataset of Catalyst prediction with 721,799 reactions and 888 catalyst types from USPTO. Predict which catalyst facilitates the given reaction. (1) Reactant: [OH:1][CH:2]1[CH2:7][CH2:6][N:5]([C:8]([O:10][CH:11]([CH3:13])[CH3:12])=[O:9])[CH2:4][CH2:3]1.CC(C)([O-])C.[K+].[Cl:20][C:21]1[C:26]([CH3:27])=[C:25](Cl)[N:24]=[CH:23][N:22]=1. Product: [Cl:20][C:21]1[N:22]=[CH:23][N:24]=[C:25]([O:1][CH:2]2[CH2:3][CH2:4][N:5]([C:8]([O:10][CH:11]([CH3:13])[CH3:12])=[O:9])[CH2:6][CH2:7]2)[C:26]=1[CH3:27]. The catalyst class is: 7. (2) Reactant: [OH:1][C:2]1[CH:19]=[CH:18][C:17]2[C@@H:16]3[C@H:7]([C@H:8]4[C@@:12]([CH2:14][CH2:15]3)([CH3:13])[C:11](=[O:20])[CH2:10][CH2:9]4)[CH2:6][CH2:5][C:4]=2[C:3]=1[CH3:21].B(F)(F)F.[CH3:26]COCC.CC[CH2:33][CH2:34][CH3:35]. Product: [CH3:26][C:34]([C:19]1[C:2]([OH:1])=[C:3]([CH3:21])[C:4]2[CH2:5][CH2:6][C@@H:7]3[C@@H:16]([C:17]=2[CH:18]=1)[CH2:15][CH2:14][C@@:12]1([CH3:13])[C@H:8]3[CH2:9][CH2:10][C:11]1=[O:20])([CH3:33])[CH3:35]. The catalyst class is: 107. (3) Reactant: C([NH:8][C:9]1([CH3:22])[CH2:17][C:16]2[C:11](=[CH:12][C:13]([CH2:20][CH3:21])=[C:14]([CH2:18][CH3:19])[CH:15]=2)[CH2:10]1)C1C=CC=CC=1. Product: [CH2:18]([C:14]1[CH:15]=[C:16]2[C:11](=[CH:12][C:13]=1[CH2:20][CH3:21])[CH2:10][C:9]([NH2:8])([CH3:22])[CH2:17]2)[CH3:19]. The catalyst class is: 19.